This data is from Catalyst prediction with 721,799 reactions and 888 catalyst types from USPTO. The task is: Predict which catalyst facilitates the given reaction. (1) Reactant: C([O:3][CH:4](OCC)[CH2:5][CH2:6][NH:7][C:8](=[O:17])[C:9]([CH2:14][O:15][CH3:16])([CH3:13])[CH2:10][O:11][CH3:12])C.CC1C=CC(S(O)(=O)=O)=CC=1.O. Product: [CH3:16][O:15][CH2:14][C:9]([CH2:10][O:11][CH3:12])([CH3:13])[C:8]([NH:7][CH2:6][CH2:5][CH:4]=[O:3])=[O:17]. The catalyst class is: 21. (2) Reactant: [N:1]1[CH:6]=[CH:5][CH:4]=[CH:3][C:2]=1[O:7][CH2:8][C:9]1[CH:14]=[CH:13][C:12]([CH:15]2[O:17][CH:16]2C([O-])=O)=[CH:11][CH:10]=1.[Na+].C1(C)C=CC=CC=1.O.C(O)(=O)C. Product: [N:1]1[CH:6]=[CH:5][CH:4]=[CH:3][C:2]=1[O:7][CH2:8][C:9]1[CH:14]=[CH:13][C:12]([CH2:15][CH:16]=[O:17])=[CH:11][CH:10]=1. The catalyst class is: 13.